Task: Predict the reaction yield, written as a fraction of the theoretical maximum amount of product (1.0 means a 100% yield; for example, 0.34 means a 34% yield).. Dataset: Reaction yield outcomes from USPTO patents with 853,638 reactions (1) The reactants are [CH3:1][C@H:2]([CH2:9][CH2:10][CH2:11][C@H:12]([CH3:19])[CH2:13][CH2:14][CH2:15][CH:16]([CH3:18])[CH3:17])[CH2:3][CH2:4][CH2:5][C:6](=[O:8])[CH3:7].[CH:20]#[CH:21].N.[OH-].[K+]. The catalyst is C(O)(=O)C. The product is [CH3:7][C:6]([OH:8])([CH2:5][CH2:4][CH2:3][C@H:2]([CH3:1])[CH2:9][CH2:10][CH2:11][C@H:12]([CH3:19])[CH2:13][CH2:14][CH2:15][CH:16]([CH3:18])[CH3:17])[C:20]#[CH:21]. The yield is 0.700. (2) The reactants are Br[C:2]1[CH:3]=[C:4]([C:9]([F:12])([F:11])[F:10])[C:5]([NH2:8])=[N:6][CH:7]=1.[I-:13].[Na+]. The catalyst is C(O)CCC.[Cu]I.CNCCNC. The product is [I:13][C:2]1[CH:3]=[C:4]([C:9]([F:12])([F:11])[F:10])[C:5]([NH2:8])=[N:6][CH:7]=1. The yield is 1.02. (3) The reactants are C([O:3][C:4](=O)[C:5]([C:8]1[CH:9]=[CH:10][C:11]2[O:15][CH:14]=[CH:13][C:12]=2[CH:16]=1)([F:7])[F:6])C.[NH2:18][NH2:19]. The catalyst is CO. The product is [O:15]1[C:11]2[CH:10]=[CH:9][C:8]([C:5]([F:7])([F:6])[C:4]([NH:18][NH2:19])=[O:3])=[CH:16][C:12]=2[CH:13]=[CH:14]1. The yield is 0.990. (4) The reactants are C[O:2]C1C=C2C(C=CC(=O)N2)=CC=1.C[Si]([N-][Si](C)(C)C)(C)C.[Li+].CS(OCCN1CCC(NC(OC(C)(C)C)=O)CC1)(=O)=O.[CH3:45][O:46][C:47]1[CH:56]=[C:55]2[C:50]([CH:51]=C[C:53](=[O:73])[N:54]2[CH2:57][CH2:58][N:59]2[CH2:64][CH2:63][CH:62]([NH:65][C:66](=[O:72])[O:67][C:68]([CH3:71])([CH3:70])[CH3:69])[CH2:61][CH2:60]2)=[CH:49][CH:48]=1. The catalyst is CN(C)C=O.ClCCl.CO. The product is [CH3:45][O:46][C:47]1[CH:48]=[CH:49][C:50]2[CH2:51][O:73][C:53](=[O:2])[N:54]([CH2:57][CH2:58][N:59]3[CH2:60][CH2:61][CH:62]([NH:65][C:66](=[O:72])[O:67][C:68]([CH3:71])([CH3:70])[CH3:69])[CH2:63][CH2:64]3)[C:55]=2[CH:56]=1. The yield is 0.470. (5) The reactants are [C:1]([O:5][C:6]([N:8]1[CH2:12][C@H:11]([OH:13])[CH2:10][C@H:9]1[C:14]([OH:16])=[O:15])=[O:7])([CH3:4])([CH3:3])[CH3:2].Cl[C:18]1[C:27]2[C:22](=[CH:23][CH:24]=[CH:25][CH:26]=2)[C:21]([O:28][CH3:29])=[CH:20][N:19]=1.CC([O-])(C)C.[K+]. The catalyst is CS(C)=O. The product is [C:1]([O:5][C:6]([N:8]1[CH2:12][C@H:11]([O:13][C:18]2[C:27]3[C:22](=[CH:23][CH:24]=[CH:25][CH:26]=3)[C:21]([O:28][CH3:29])=[CH:20][N:19]=2)[CH2:10][C@H:9]1[C:14]([OH:16])=[O:15])=[O:7])([CH3:4])([CH3:2])[CH3:3]. The yield is 0.714. (6) The catalyst is C1(C)C=CC=CC=1.C(Cl)Cl. The reactants are [CH3:1][C:2]1[C:3]([CH2:8][N:9]([CH2:16][C:17]2[C:22]([CH3:23])=[CH:21][CH:20]=[CH:19][N:18]=2)[CH:10]2[CH2:15][CH2:14][NH:13][CH2:12][CH2:11]2)=[N:4][CH:5]=[CH:6][CH:7]=1.CCN(CC)CC.[C:31](Cl)(Cl)=[O:32].CCN(C(C)C)C(C)C.Cl.[CH3:45][NH:46][OH:47]. The yield is 0.550. The product is [OH:47][N:46]([CH3:45])[C:31]([N:13]1[CH2:14][CH2:15][CH:10]([N:9]([CH2:16][C:17]2[C:22]([CH3:23])=[CH:21][CH:20]=[CH:19][N:18]=2)[CH2:8][C:3]2[C:2]([CH3:1])=[CH:7][CH:6]=[CH:5][N:4]=2)[CH2:11][CH2:12]1)=[O:32]. (7) The reactants are [O:1]1[C:5]2([CH2:10][CH2:9][CH:8]([NH:11][C:12]3[NH:16][N:15]=[CH:14][CH:13]=3)[CH2:7][CH2:6]2)[O:4][CH2:3][CH2:2]1.N12CCCN=C1CCCCC2.[C:28]([C:30]1[CH:35]=[CH:34][CH:33]=[CH:32][C:31]=1[C:36]1[CH:41]=[CH:40][C:39]([CH2:42][CH:43]([C:49](=O)[CH2:50][CH2:51][CH3:52])[C:44](OCC)=[O:45])=[CH:38][CH:37]=1)#[N:29].C(OCC)(=O)C. The catalyst is C(N(CC)C1C=CC=CC=1)C.O. The product is [O:4]1[C:5]2([CH2:6][CH2:7][CH:8]([N:11]3[C:44](=[O:45])[C:43]([CH2:42][C:39]4[CH:40]=[CH:41][C:36]([C:31]5[C:30]([C:28]#[N:29])=[CH:35][CH:34]=[CH:33][CH:32]=5)=[CH:37][CH:38]=4)=[C:49]([CH2:50][CH2:51][CH3:52])[N:16]4[N:15]=[CH:14][CH:13]=[C:12]34)[CH2:9][CH2:10]2)[O:1][CH2:2][CH2:3]1. The yield is 0.730.